From a dataset of Reaction yield outcomes from USPTO patents with 853,638 reactions. Predict the reaction yield, written as a fraction of the theoretical maximum amount of product (1.0 means a 100% yield; for example, 0.34 means a 34% yield). The catalyst is C(Cl)Cl.CN(C1C=CN=CC=1)C. The reactants are [CH2:1]([O:3][C@H:4]([C:17]([O:19][CH2:20][CH3:21])=[O:18])[CH2:5][C:6]1[CH:16]=[CH:15][C:9]([O:10][CH2:11][C:12]([OH:14])=O)=[CH:8][CH:7]=1)[CH3:2].[CH2:22]([NH:28][CH2:29][C:30]1[CH:35]=[CH:34][CH:33]=[CH:32][CH:31]=1)[CH2:23][CH2:24][CH2:25][CH2:26][CH3:27].Cl.C(N=C=NCCCN(C)C)C. The product is [CH2:29]([N:28]([CH2:22][CH2:23][CH2:24][CH2:25][CH2:26][CH3:27])[C:12](=[O:14])[CH2:11][O:10][C:9]1[CH:8]=[CH:7][C:6]([CH2:5][C@H:4]([O:3][CH2:1][CH3:2])[C:17]([O:19][CH2:20][CH3:21])=[O:18])=[CH:16][CH:15]=1)[C:30]1[CH:35]=[CH:34][CH:33]=[CH:32][CH:31]=1. The yield is 0.800.